From a dataset of Catalyst prediction with 721,799 reactions and 888 catalyst types from USPTO. Predict which catalyst facilitates the given reaction. (1) The catalyst class is: 7. Reactant: [Cl:1][C:2]1[CH:7]=[C:6]([Cl:8])[CH:5]=[CH:4][C:3]=1[C:9]([C:12]1[N:16]([CH2:17][CH2:18][CH2:19][OH:20])[C:15]2[C:21]([N:25]([CH2:28][CH3:29])[CH2:26][CH3:27])=[CH:22][CH:23]=[CH:24][C:14]=2[N:13]=1)(O)[CH3:10].C1(P(C2C=CC=CC=2)C2C=CC=CC=2)C=CC=CC=1.N(C(OCC)=O)=NC(OCC)=O.C1(C)C=CC=CC=1. Product: [Cl:1][C:2]1[CH:7]=[C:6]([Cl:8])[CH:5]=[CH:4][C:3]=1[C:9]1([CH3:10])[C:12]2=[N:13][C:14]3[C:15](=[C:21]([N:25]([CH2:26][CH3:27])[CH2:28][CH3:29])[CH:22]=[CH:23][CH:24]=3)[N:16]2[CH2:17][CH2:18][CH2:19][O:20]1. (2) Product: [CH2:15]([N:22]1[CH2:23][CH2:24][C:25]2([CH2:31][C:32]3[C:33](=[CH:34][C:35]([O:38][CH3:39])=[CH:36][CH:37]=3)[C:28]2=[O:29])[CH2:26][CH2:27]1)[C:16]1[CH:21]=[CH:20][CH:19]=[CH:18][CH:17]=1. The catalyst class is: 501. Reactant: O=P12OP3(OP(OP(O3)(O1)=O)(=O)O2)=O.[CH2:15]([N:22]1[CH2:27][CH2:26][C:25]([CH2:31][C:32]2[CH:37]=[CH:36][C:35]([O:38][CH3:39])=[CH:34][CH:33]=2)([C:28](O)=[O:29])[CH2:24][CH2:23]1)[C:16]1[CH:21]=[CH:20][CH:19]=[CH:18][CH:17]=1.[OH-].[Na+].